From a dataset of Peptide-MHC class II binding affinity with 134,281 pairs from IEDB. Regression. Given a peptide amino acid sequence and an MHC pseudo amino acid sequence, predict their binding affinity value. This is MHC class II binding data. The peptide sequence is RYFLMAFANQIHHID. The MHC is DRB1_0101 with pseudo-sequence DRB1_0101. The binding affinity (normalized) is 1.00.